This data is from Peptide-MHC class II binding affinity with 134,281 pairs from IEDB. The task is: Regression. Given a peptide amino acid sequence and an MHC pseudo amino acid sequence, predict their binding affinity value. This is MHC class II binding data. The peptide sequence is GSINAPTVSDSRALARRFHF. The MHC is HLA-DQA10501-DQB10201 with pseudo-sequence HLA-DQA10501-DQB10201. The binding affinity (normalized) is 0.